This data is from Full USPTO retrosynthesis dataset with 1.9M reactions from patents (1976-2016). The task is: Predict the reactants needed to synthesize the given product. (1) The reactants are: C(O[C:6]([N:8]1[CH2:12][C@@H:11]([CH2:13][O:14][CH3:15])[CH2:10][C@H:9]1[C:16]1[NH:20][C:19]2[C:21]3[C:26]([CH:27]=[CH:28][C:18]=2[N:17]=1)=[CH:25][C:24]1[C:29]2[C:34]([CH2:35][O:36][C:23]=1[CH:22]=3)=[CH:33][C:32]([C:37]1[NH:41][C:40]([C@@H:42]3[CH2:46][CH2:45][C@H:44]([CH3:47])[N:43]3C(OC(C)(C)C)=O)=[N:39][CH:38]=1)=[CH:31][CH:30]=2)=[O:7])(C)(C)C.Cl.[CH3:56][O:57][C:58]([NH:60][C@@H:61]([C@@H:65]([CH3:68])[CH2:66][CH3:67])[C:62]([OH:64])=O)=[O:59].CN(C(ON1N=N[C:79]2[CH:80]=[CH:81][CH:82]=[N:83]C1=2)=[N+](C)C)C.F[P-](F)(F)(F)(F)F.[CH3:93]CN(C(C)C)C(C)C.CO.C[CH2:105][O:106][C:107](C)=[O:108]. Given the product [CH3:105][O:106][C:107]([NH:83][C@@H:82]([C@@H:81]([CH3:93])[CH2:80][CH3:79])[C:6]([N:8]1[CH2:12][C@@H:11]([CH2:13][O:14][CH3:15])[CH2:10][C@H:9]1[C:16]1[NH:20][C:19]2[C:21]3[C:26]([CH:27]=[CH:28][C:18]=2[N:17]=1)=[CH:25][C:24]1[C:29]2[C:34]([CH2:35][O:36][C:23]=1[CH:22]=3)=[CH:33][C:32]([C:37]1[NH:41][C:40]([C@@H:42]3[CH2:46][CH2:45][C@H:44]([CH3:47])[N:43]3[C:62](=[O:64])[C@@H:61]([NH:60][C:58](=[O:59])[O:57][CH3:56])[C@@H:65]([CH3:68])[CH2:66][CH3:67])=[N:39][CH:38]=1)=[CH:31][CH:30]=2)=[O:7])=[O:108], predict the reactants needed to synthesize it. (2) Given the product [CH3:1][O:2][C:3]1[CH:10]=[CH:9][C:6]([CH2:7][OH:8])=[CH:5][C:4]=1[O:11][CH2:12][C:13]1[N:14]=[C:15]([C:19]2[CH:24]=[CH:23][CH:22]=[CH:21][CH:20]=2)[O:16][C:17]=1[CH3:18], predict the reactants needed to synthesize it. The reactants are: [CH3:1][O:2][C:3]1[CH:10]=[CH:9][C:6]([CH:7]=[O:8])=[CH:5][C:4]=1[O:11][CH2:12][C:13]1[N:14]=[C:15]([C:19]2[CH:24]=[CH:23][CH:22]=[CH:21][CH:20]=2)[O:16][C:17]=1[CH3:18].O1CCCC1.CO.[BH4-].[Na+].